From a dataset of Catalyst prediction with 721,799 reactions and 888 catalyst types from USPTO. Predict which catalyst facilitates the given reaction. (1) Reactant: Cl[C:2]1[N:10]=[C:9]2[C:5]([N:6]=[CH:7][N:8]2[CH:11]([CH3:13])[CH3:12])=[C:4]([NH:14][CH2:15][C:16]2[CH:21]=[CH:20][CH:19]=[C:18]([C:22]([F:25])([F:24])[F:23])[CH:17]=2)[N:3]=1.[NH2:26][C@H:27]([CH2:30][CH3:31])[CH2:28][OH:29].CCOCC. Product: [CH:11]([N:8]1[CH:7]=[N:6][C:5]2[C:9]1=[N:10][C:2]([NH:26][C@H:27]([CH2:30][CH3:31])[CH2:28][OH:29])=[N:3][C:4]=2[NH:14][CH2:15][C:16]1[CH:21]=[CH:20][CH:19]=[C:18]([C:22]([F:25])([F:24])[F:23])[CH:17]=1)([CH3:13])[CH3:12]. The catalyst class is: 6. (2) The catalyst class is: 12. Reactant: [CH2:1]([O:8][C:9]1[CH:18]=[C:17]2[C:12]([CH:13]=[CH:14][C:15](=[O:19])[NH:16]2)=[N:11][CH:10]=1)[C:2]1[CH:7]=[CH:6][CH:5]=[CH:4][CH:3]=1.C1OCCOCCOCCOCCOCCOC1.C(=O)([O-])[O-].[Na+].[Na+].I[CH2:45][CH2:46][C:47]12[CH2:54][CH2:53][C:50]([NH:55][C:56](=[O:62])[O:57][C:58]([CH3:61])([CH3:60])[CH3:59])([CH2:51][CH2:52]1)[CH2:49][O:48]2. Product: [CH2:1]([O:8][C:9]1[CH:18]=[C:17]2[C:12]([CH:13]=[CH:14][C:15](=[O:19])[N:16]2[CH2:45][CH2:46][C:47]23[CH2:54][CH2:53][C:50]([NH:55][C:56](=[O:62])[O:57][C:58]([CH3:61])([CH3:60])[CH3:59])([CH2:51][CH2:52]2)[CH2:49][O:48]3)=[N:11][CH:10]=1)[C:2]1[CH:3]=[CH:4][CH:5]=[CH:6][CH:7]=1. (3) Reactant: [F:1][C:2]1[CH:3]=[C:4]([CH:50]=[CH:51][CH:52]=1)[CH2:5][N:6]1[C:10]([CH3:11])=[C:9]([C:12]2[C:20]3[C:15](=[N:16][CH:17]=[C:18]([C:21]4[CH:26]=[CH:25][C:24]([N:27]5[CH2:32][CH2:31][N:30](C(OC(C)(C)C)=O)[CH2:29][CH2:28]5)=[CH:23][CH:22]=4)[CH:19]=3)[N:14]([S:40]([C:43]3[CH:49]=[CH:48][C:46]([CH3:47])=[CH:45][CH:44]=3)(=[O:42])=[O:41])[CH:13]=2)[CH:8]=[N:7]1.[ClH:53]. Product: [ClH:53].[F:1][C:2]1[CH:3]=[C:4]([CH:50]=[CH:51][CH:52]=1)[CH2:5][N:6]1[C:10]([CH3:11])=[C:9]([C:12]2[C:20]3[C:15](=[N:16][CH:17]=[C:18]([C:21]4[CH:26]=[CH:25][C:24]([N:27]5[CH2:32][CH2:31][NH:30][CH2:29][CH2:28]5)=[CH:23][CH:22]=4)[CH:19]=3)[N:14]([S:40]([C:43]3[CH:49]=[CH:48][C:46]([CH3:47])=[CH:45][CH:44]=3)(=[O:41])=[O:42])[CH:13]=2)[CH:8]=[N:7]1. The catalyst class is: 28. (4) Reactant: CC1C=CC(S([O:11][C:12]2[C:13]3[S:20][C:19]([C:21]4[N:25]5[N:26]=[C:27]([Cl:30])[CH:28]=[CH:29][C:24]5=[N:23][CH:22]=4)=[CH:18][C:14]=3[CH:15]=[N:16][CH:17]=2)(=O)=O)=CC=1.[OH-].[Na+]. Product: [Cl:30][C:27]1[CH:28]=[CH:29][C:24]2[N:25]([C:21]([C:19]3[S:20][C:13]4[C:12]([OH:11])=[CH:17][N:16]=[CH:15][C:14]=4[CH:18]=3)=[CH:22][N:23]=2)[N:26]=1. The catalyst class is: 5.